Dataset: Full USPTO retrosynthesis dataset with 1.9M reactions from patents (1976-2016). Task: Predict the reactants needed to synthesize the given product. (1) Given the product [Cl:1][C:2]1[C:11]2[C:10]([CH3:13])([CH3:12])[CH2:9][CH:8]=[C:7]([CH:14]([CH3:16])[CH3:15])[C:6]=2[CH:5]=[C:4](/[C:17](/[CH3:22])=[C:18](/[F:21])\[CH:19]=[O:20])[C:3]=1[O:23][CH2:24][CH3:25], predict the reactants needed to synthesize it. The reactants are: [Cl:1][C:2]1[C:11]2[C:10]([CH3:13])([CH3:12])[CH2:9][CH:8]=[C:7]([CH:14]([CH3:16])[CH3:15])[C:6]=2[CH:5]=[C:4](/[C:17](/[CH3:22])=[C:18](/[F:21])\[CH2:19][OH:20])[C:3]=1[O:23][CH2:24][CH3:25].C[N+]1([O-])CCOCC1.ClCCl. (2) Given the product [ClH:1].[ClH:1].[Cl:1][C:2]1[CH:3]=[C:4]2[C:9](=[CH:10][CH:11]=1)[CH:8]=[C:7]([S:12]([CH2:15][CH2:16][C:17]([N:19]1[CH2:24][CH2:23][N:22]([CH2:25][C:26]3[N:27]([CH3:33])/[C:28](=[N:31]/[CH3:32])/[S:29][CH:30]=3)[CH2:21][CH:20]1[C:34]([OH:36])=[O:35])=[O:18])(=[O:14])=[O:13])[CH:6]=[CH:5]2, predict the reactants needed to synthesize it. The reactants are: [Cl:1][C:2]1[CH:3]=[C:4]2[C:9](=[CH:10][CH:11]=1)[CH:8]=[C:7]([S:12]([CH2:15][CH2:16][C:17]([N:19]1[CH2:24][CH2:23][N:22]([CH2:25][C:26]3[N:27]([CH3:33])/[C:28](=[N:31]/[CH3:32])/[S:29][CH:30]=3)[CH2:21][CH:20]1[C:34]([O:36]C(C)(C)C)=[O:35])=[O:18])(=[O:14])=[O:13])[CH:6]=[CH:5]2. (3) Given the product [NH2:22][C:20]1[S:21][CH:16]=[C:2]([CH2:3][CH2:4][CH2:5][C:6]2[CH:15]=[CH:14][C:9]([C:10]([O:12][CH3:13])=[O:11])=[CH:8][CH:7]=2)[N:19]=1, predict the reactants needed to synthesize it. The reactants are: O=[C:2]([CH3:16])[CH2:3][CH2:4][CH2:5][C:6]1[CH:15]=[CH:14][C:9]([C:10]([O:12][CH3:13])=[O:11])=[CH:8][CH:7]=1.BrBr.[NH2:19][C:20]([NH2:22])=[S:21].C([O-])([O-])=O.[K+].[K+]. (4) Given the product [OH:25][CH2:26][C:27]([NH:30][S:31]([C:34]1[S:38][C:37]([C:14]#[C:13][C:12]2[CH:11]=[N:10][N:9]3[C:4]([CH:1]4[CH2:3][CH2:2]4)=[CH:5][C:6]([C:15]4[CH:16]=[CH:17][C:18]([C:21]([F:22])([F:23])[F:24])=[CH:19][CH:20]=4)=[N:7][C:8]=23)=[N:36][CH:35]=1)(=[O:33])=[O:32])([CH3:29])[CH3:28], predict the reactants needed to synthesize it. The reactants are: [CH:1]1([C:4]2[N:9]3[N:10]=[CH:11][C:12]([C:13]#[CH:14])=[C:8]3[N:7]=[C:6]([C:15]3[CH:20]=[CH:19][C:18]([C:21]([F:24])([F:23])[F:22])=[CH:17][CH:16]=3)[CH:5]=2)[CH2:3][CH2:2]1.[OH:25][CH2:26][C:27]([NH:30][S:31]([C:34]1[S:38][C:37](Cl)=[N:36][CH:35]=1)(=[O:33])=[O:32])([CH3:29])[CH3:28].